From a dataset of Catalyst prediction with 721,799 reactions and 888 catalyst types from USPTO. Predict which catalyst facilitates the given reaction. Reactant: [C:1]([S:9][C:10]([CH3:13])([CH3:12])[CH3:11])(=O)[C:2]1[CH:7]=[CH:6][CH:5]=[CH:4][CH:3]=1.COC1C=CC(P2(SP(C3C=CC(OC)=CC=3)(=S)S2)=[S:23])=CC=1. Product: [C:1]([S:9][C:10]([CH3:13])([CH3:12])[CH3:11])(=[S:23])[C:2]1[CH:7]=[CH:6][CH:5]=[CH:4][CH:3]=1. The catalyst class is: 11.